This data is from NCI-60 drug combinations with 297,098 pairs across 59 cell lines. The task is: Regression. Given two drug SMILES strings and cell line genomic features, predict the synergy score measuring deviation from expected non-interaction effect. (1) Cell line: TK-10. Synergy scores: CSS=2.65, Synergy_ZIP=1.33, Synergy_Bliss=4.27, Synergy_Loewe=-5.47, Synergy_HSA=-0.00366. Drug 2: CC1=CC2C(CCC3(C2CCC3(C(=O)C)OC(=O)C)C)C4(C1=CC(=O)CC4)C. Drug 1: C1CCC(CC1)NC(=O)N(CCCl)N=O. (2) Drug 1: CC1=C2C(C(=O)C3(C(CC4C(C3C(C(C2(C)C)(CC1OC(=O)C(C(C5=CC=CC=C5)NC(=O)OC(C)(C)C)O)O)OC(=O)C6=CC=CC=C6)(CO4)OC(=O)C)O)C)O. Drug 2: CC1=C(C(=CC=C1)Cl)NC(=O)C2=CN=C(S2)NC3=CC(=NC(=N3)C)N4CCN(CC4)CCO. Synergy scores: CSS=3.00, Synergy_ZIP=0.413, Synergy_Bliss=1.06, Synergy_Loewe=-2.82, Synergy_HSA=-1.31. Cell line: 786-0. (3) Drug 1: CC1=CC=C(C=C1)C2=CC(=NN2C3=CC=C(C=C3)S(=O)(=O)N)C(F)(F)F. Drug 2: C(CCl)NC(=O)N(CCCl)N=O. Cell line: RXF 393. Synergy scores: CSS=-0.407, Synergy_ZIP=0.159, Synergy_Bliss=-1.45, Synergy_Loewe=-2.67, Synergy_HSA=-2.37. (4) Drug 1: C1CCC(CC1)NC(=O)N(CCCl)N=O. Drug 2: CCC1=C2CN3C(=CC4=C(C3=O)COC(=O)C4(CC)O)C2=NC5=C1C=C(C=C5)O. Cell line: SF-539. Synergy scores: CSS=40.2, Synergy_ZIP=-7.99, Synergy_Bliss=0.613, Synergy_Loewe=-13.4, Synergy_HSA=2.57. (5) Drug 1: CC1=CC2C(CCC3(C2CCC3(C(=O)C)OC(=O)C)C)C4(C1=CC(=O)CC4)C. Drug 2: COCCOC1=C(C=C2C(=C1)C(=NC=N2)NC3=CC=CC(=C3)C#C)OCCOC.Cl. Cell line: A498. Synergy scores: CSS=16.2, Synergy_ZIP=-3.36, Synergy_Bliss=-0.0563, Synergy_Loewe=-0.701, Synergy_HSA=2.30.